From a dataset of Reaction yield outcomes from USPTO patents with 853,638 reactions. Predict the reaction yield, written as a fraction of the theoretical maximum amount of product (1.0 means a 100% yield; for example, 0.34 means a 34% yield). (1) The reactants are [F:1][C:2]1[CH:7]=[CH:6][CH:5]=[CH:4][C:3]=1[C:8]1[C:16]2[C:11](=[N:12][CH:13]=[C:14]([C:17]3[CH:18]=[C:19]([C:23]([N:25]4[CH2:30][CH2:29][O:28][CH2:27][CH2:26]4)=[O:24])[CH:20]=[CH:21][CH:22]=3)[CH:15]=2)[N:10](S(C2C=CC(C)=CC=2)(=O)=O)[CH:9]=1.[OH-].[K+]. The catalyst is CO.O. The product is [F:1][C:2]1[CH:7]=[CH:6][CH:5]=[CH:4][C:3]=1[C:8]1[C:16]2[C:11](=[N:12][CH:13]=[C:14]([C:17]3[CH:18]=[C:19]([C:23]([N:25]4[CH2:30][CH2:29][O:28][CH2:27][CH2:26]4)=[O:24])[CH:20]=[CH:21][CH:22]=3)[CH:15]=2)[NH:10][CH:9]=1. The yield is 0.210. (2) The reactants are [OH:1][C:2]1[C:3]2[N:4]([C:13]([CH3:17])=[C:14]([CH3:16])[N:15]=2)[CH:5]=[C:6]([C:8]([O:10]CC)=[O:9])[CH:7]=1.[O:18]1[CH:20]2[CH2:21][C:22]3[C:27]([CH:19]12)=[CH:26][CH:25]=[CH:24][CH:23]=3.C(N(CC)CC)C.C(OCC)(=O)C. The catalyst is CO.O. The product is [OH:18][C@@H:20]1[CH2:21][C:22]2[C:27](=[CH:26][CH:25]=[CH:24][CH:23]=2)[C@H:19]1[O:1][C:2]1[C:3]2[N:4]([C:13]([CH3:17])=[C:14]([CH3:16])[N:15]=2)[CH:5]=[C:6]([C:8]([OH:10])=[O:9])[CH:7]=1. The yield is 0.220. (3) The reactants are [Cl:1][C:2]1[CH:10]=[C:9]2[C:5]([C:6]([C:11]([O:13][CH3:14])=[O:12])=[CH:7][NH:8]2)=[CH:4][C:3]=1B1OCC(C)(C)CO1.Br[C:24]1[CH:39]=[CH:38][C:27]([O:28][CH2:29][CH2:30][CH2:31][N:32]2[CH2:37][CH2:36][O:35][CH2:34][CH2:33]2)=[CH:26][CH:25]=1.C(=O)([O-])[O-].[K+].[K+].O. The catalyst is C1(C)C=CC=CC=1.C(O)C.C1C=CC(P(C2C=CC=CC=2)[C-]2C=CC=C2)=CC=1.C1C=CC(P(C2C=CC=CC=2)[C-]2C=CC=C2)=CC=1.Cl[Pd]Cl.[Fe+2].C(OCC)(=O)C. The product is [Cl:1][C:2]1[CH:10]=[C:9]2[C:5]([C:6]([C:11]([O:13][CH3:14])=[O:12])=[CH:7][NH:8]2)=[CH:4][C:3]=1[C:24]1[CH:39]=[CH:38][C:27]([O:28][CH2:29][CH2:30][CH2:31][N:32]2[CH2:33][CH2:34][O:35][CH2:36][CH2:37]2)=[CH:26][CH:25]=1. The yield is 0.400. (4) The reactants are [OH:1][N:2]1[C:6](=[O:7])[CH2:5][CH2:4][C:3]1=[O:8].[CH3:9][O:10][C:11]([C@H:13]1[CH2:18][CH2:17][C@H:16]([C:19](O)=[O:20])[CH2:15][CH2:14]1)=[O:12].C1(N=C=NC2CCCCC2)CCCCC1. The catalyst is C1COCC1. The product is [O:8]=[C:3]1[CH2:4][CH2:5][C:6](=[O:7])[N:2]1[O:1][C:19]([C@H:16]1[CH2:15][CH2:14][C@H:13]([C:11]([O:10][CH3:9])=[O:12])[CH2:18][CH2:17]1)=[O:20]. The yield is 0.780. (5) The catalyst is O1CCCC1.CO. The reactants are [CH:1]1([C:4](=[O:41])[CH2:5][O:6][C@H:7]2[CH2:12][CH2:11][C@H:10]([N:13]3[C:18](=[O:19])[C:17]([CH2:20][C:21]4[CH:26]=[CH:25][C:24]([C:27]5[C:28]([C:33]#[N:34])=[CH:29][CH:30]=[CH:31][CH:32]=5)=[CH:23][CH:22]=4)=[C:16]([CH2:35][CH2:36][CH3:37])[N:15]4[N:38]=[CH:39][N:40]=[C:14]34)[CH2:9][CH2:8]2)[CH2:3][CH2:2]1.[BH4-].[Na+].[Cl-].[NH4+]. The product is [CH:1]1([CH:4]([OH:41])[CH2:5][O:6][C@H:7]2[CH2:8][CH2:9][C@H:10]([N:13]3[C:18](=[O:19])[C:17]([CH2:20][C:21]4[CH:22]=[CH:23][C:24]([C:27]5[C:28]([C:33]#[N:34])=[CH:29][CH:30]=[CH:31][CH:32]=5)=[CH:25][CH:26]=4)=[C:16]([CH2:35][CH2:36][CH3:37])[N:15]4[N:38]=[CH:39][N:40]=[C:14]34)[CH2:11][CH2:12]2)[CH2:2][CH2:3]1. The yield is 0.720. (6) The reactants are Cl[C:2]1[C:11]2[C:6](=[CH:7][C:8]([O:14][CH3:15])=[C:9]([O:12][CH3:13])[CH:10]=2)[N:5]=[CH:4][N:3]=1.[C:16]([C:20]1[Se:24][C:23]([C:25]([NH2:27])=[O:26])=[C:22]([OH:28])[CH:21]=1)([CH3:19])([CH3:18])[CH3:17].[OH-].[Na+].Cl. The yield is 0.630. The catalyst is CN(C=O)C.O. The product is [CH3:13][O:12][C:9]1[CH:10]=[C:11]2[C:6](=[CH:7][C:8]=1[O:14][CH3:15])[N:5]=[CH:4][N:3]=[C:2]2[O:28][C:22]1[CH:21]=[C:20]([C:16]([CH3:19])([CH3:17])[CH3:18])[Se:24][C:23]=1[C:25]([NH2:27])=[O:26]. (7) The reactants are [F:1][C:2]([F:28])([CH2:20][O:21][C:22]1[CH:27]=[CH:26][CH:25]=[CH:24][CH:23]=1)/[CH:3]=[CH:4]/[C@@H:5]1[C@@H:17]2[C@@H:8]([O:9][C:10](=[O:18])[CH2:11][CH2:12][CH2:13][CH:14]=[CH:15][CH2:16]2)[CH2:7][C@H:6]1[OH:19].C(N(CC)CC)C.[C:36]1([C:45]2[CH:50]=[CH:49][CH:48]=[CH:47][CH:46]=2)[CH:41]=[CH:40][C:39]([C:42](Cl)=[O:43])=[CH:38][CH:37]=1.C(=O)(O)[O-].[Na+]. The catalyst is C1COCC1.CN(C)C1C=CN=CC=1. The product is [C:45]1([C:36]2[CH:37]=[CH:38][C:39]([C:42]([O:19][C@@H:6]3[CH2:7][C@@H:8]4[O:9][C:10](=[O:18])[CH2:11][CH2:12][CH2:13][CH:14]=[CH:15][CH2:16][C@@H:17]4[C@H:5]3/[CH:4]=[CH:3]/[C:2]([F:1])([F:28])[CH2:20][O:21][C:22]3[CH:27]=[CH:26][CH:25]=[CH:24][CH:23]=3)=[O:43])=[CH:40][CH:41]=2)[CH:46]=[CH:47][CH:48]=[CH:49][CH:50]=1. The yield is 0.690. (8) The reactants are [OH-].[Na+].[NH:3]1[CH2:8][CH2:7][CH2:6][CH2:5][C:4]1=[O:9].[C:10]([O:14][CH3:15])(=[O:13])[CH:11]=[CH2:12]. The catalyst is C1COCC1. The product is [O:9]=[C:4]1[CH2:5][CH2:6][CH2:7][CH2:8][N:3]1[CH2:12][CH2:11][C:10]([O:14][CH3:15])=[O:13]. The yield is 0.620. (9) The reactants are [CH3:1][N:2]([C:6]1[CH:11]=[CH:10][C:9]([NH:12][CH2:13][CH:14]2[CH2:19][CH2:18][O:17][CH2:16][CH2:15]2)=[C:8]([N+:20]([O-])=O)[CH:7]=1)[C:3](=[O:5])[CH3:4]. The catalyst is C(OCC)(=O)C.[Pd]. The product is [NH2:20][C:8]1[CH:7]=[C:6]([N:2]([CH3:1])[C:3](=[O:5])[CH3:4])[CH:11]=[CH:10][C:9]=1[NH:12][CH2:13][CH:14]1[CH2:15][CH2:16][O:17][CH2:18][CH2:19]1. The yield is 1.00.